From a dataset of Forward reaction prediction with 1.9M reactions from USPTO patents (1976-2016). Predict the product of the given reaction. (1) Given the reactants [CH3:1][C:2]1([CH3:11])[CH:4]2[CH:5]3[O:7][C:6]3([CH3:10])[CH2:8][CH2:9][CH:3]12.[OH2:12], predict the reaction product. The product is: [C:6]1([OH:7])([CH3:10])[CH2:8][CH2:9][CH:3]([C:2]([OH:12])([CH3:11])[CH3:1])[CH:4]=[CH:5]1. (2) Given the reactants C[O:2][C:3]1[CH:8]=[CH:7][C:6]([C:9]2([C:15]#[N:16])[CH2:14][CH2:13][CH2:12][CH2:11][CH2:10]2)=[CH:5][CH:4]=1.B(Br)(Br)Br, predict the reaction product. The product is: [OH:2][C:3]1[CH:4]=[CH:5][C:6]([C:9]2([C:15]#[N:16])[CH2:14][CH2:13][CH2:12][CH2:11][CH2:10]2)=[CH:7][CH:8]=1.